This data is from hERG Central: cardiac toxicity at 1µM, 10µM, and general inhibition. The task is: Predict hERG channel inhibition at various concentrations. (1) The molecule is COc1ccc(Cl)cc1NC(=O)CN(C)C(=O)CCCNC(=O)c1ccc(Cl)cc1. Results: hERG_inhib (hERG inhibition (general)): blocker. (2) The drug is COc1ccc(C2c3ccc4ccccc4c3Oc3ncn(CCCN(C)C)c(=N)c32)cc1. Results: hERG_inhib (hERG inhibition (general)): blocker. (3) The drug is Cc1cccc(OCC(=O)N2CCN(c3nnc(-c4ccccc4)c4ccccc34)CC2)c1. Results: hERG_inhib (hERG inhibition (general)): blocker. (4) Results: hERG_inhib (hERG inhibition (general)): blocker. The molecule is CCOC(=O)c1c(CSc2ccsc2)n(C)c2cc(Br)c(O)c(CN(C)C)c12.Cl. (5) The compound is O=C(CCCN1CCC(O)(c2ccc(Cl)cc2)CC1)c1ccc(F)cc1. Results: hERG_inhib (hERG inhibition (general)): blocker. (6) The drug is COc1ccc2c(c1)c(C(=O)N/N=C/c1ccc(Br)cc1)c(C)n2C. Results: hERG_inhib (hERG inhibition (general)): blocker.